From a dataset of Reaction yield outcomes from USPTO patents with 853,638 reactions. Predict the reaction yield, written as a fraction of the theoretical maximum amount of product (1.0 means a 100% yield; for example, 0.34 means a 34% yield). (1) The reactants are [Cl:1][C:2]1[CH:10]=[CH:9][C:5]([C:6](O)=[O:7])=[CH:4][C:3]=1[S:11]([CH3:14])(=[O:13])=[O:12]. The catalyst is O1CCCC1. The product is [Cl:1][C:2]1[CH:10]=[CH:9][C:5]([CH2:6][OH:7])=[CH:4][C:3]=1[S:11]([CH3:14])(=[O:12])=[O:13]. The yield is 0.970. (2) The reactants are I[C:2]1[N:6]2[N:7]=[C:8]([CH3:16])[CH:9]=[C:10]([CH:11]([CH2:14][CH3:15])[CH2:12][CH3:13])[C:5]2=[N:4][C:3]=1[CH3:17].[CH3:18][N:19]1[C:23]([CH3:24])=[C:22](B(O)O)[C:21]([CH3:28])=[N:20]1.C([O-])([O-])=O.[Na+].[Na+].C(COC)OC. The catalyst is C1C=CC([P]([Pd]([P](C2C=CC=CC=2)(C2C=CC=CC=2)C2C=CC=CC=2)([P](C2C=CC=CC=2)(C2C=CC=CC=2)C2C=CC=CC=2)[P](C2C=CC=CC=2)(C2C=CC=CC=2)C2C=CC=CC=2)(C2C=CC=CC=2)C2C=CC=CC=2)=CC=1.O.C(O)C. The product is [CH2:12]([CH:11]([C:10]1[C:5]2[N:6]([C:2]([C:22]3[C:21]([CH3:28])=[N:20][N:19]([CH3:18])[C:23]=3[CH3:24])=[C:3]([CH3:17])[N:4]=2)[N:7]=[C:8]([CH3:16])[CH:9]=1)[CH2:14][CH3:15])[CH3:13]. The yield is 0.0640. (3) The reactants are O[CH2:2][C:3]1[CH:12]=[N:11][C:10]2[N:9]3[CH2:13][CH2:14][S:15][CH2:16][C@H:8]3[C:7](=[O:17])[NH:6][C:5]=2[CH:4]=1.[I-].C(C[P+](C)(C)C)#N.C(N(C(C)C)C(C)C)C.[N:35]1([C:41]2[CH:48]=[CH:47][C:44]([C:45]#[N:46])=[CH:43][CH:42]=2)[CH2:40][CH2:39][NH:38][CH2:37][CH2:36]1. The catalyst is C(#N)CC. The product is [O:17]=[C:7]1[NH:6][C:5]2[CH:4]=[C:3]([CH2:2][N:38]3[CH2:37][CH2:36][N:35]([C:41]4[CH:42]=[CH:43][C:44]([C:45]#[N:46])=[CH:47][CH:48]=4)[CH2:40][CH2:39]3)[CH:12]=[N:11][C:10]=2[N:9]2[CH2:13][CH2:14][S:15][CH2:16][C@@H:8]12. The yield is 0.269. (4) The reactants are [CH2:1]([O:3][C:4]([C:6]1[N:7]=[C:8]2[CH:13]=[CH:12][C:11]([C:14]#[N:15])=[CH:10][N:9]2[CH:16]=1)=[O:5])[CH3:2].Cl.[C:18]([O:22][C:23](O[C:23]([O:22][C:18]([CH3:21])([CH3:20])[CH3:19])=[O:24])=[O:24])([CH3:21])([CH3:20])[CH3:19].C(OCC)(=O)C. The catalyst is C(O)C.[Pd].O. The yield is 0.0600. The product is [C:18]([O:22][C:23]([NH:15][CH2:14][CH:11]1[CH2:10][N:9]2[CH:16]=[C:6]([C:4]([O:3][CH2:1][CH3:2])=[O:5])[N:7]=[C:8]2[CH2:13][CH2:12]1)=[O:24])([CH3:21])([CH3:20])[CH3:19]. (5) The reactants are [O:1]=[C:2]1[NH:18][C:5]2=[N:6][CH:7]=[C:8]([C:10]3[CH:17]=[CH:16][C:13]([C:14]#[N:15])=[CH:12][CH:11]=3)[N:9]=[C:4]2[N:3]1[CH2:19][CH2:20][N:21]1[CH2:26][CH2:25][CH2:24][CH2:23][CH2:22]1.BrC1N=C2N(CCN3CCCCC3)C(=O)[NH:36][C:31]2=[N:30]C=1.C(C1C=CC(B(O)O)=CC=1)#N.P([O-])([O-])([O-])=O.[K+].[K+].[K+]. The catalyst is CN(C=O)C.C1C=CC([PH+]([C]2[CH][CH][CH][CH]2)C2C=CC=CC=2)=CC=1.C1C=CC([PH+]([C]2[CH][CH][CH][CH]2)C2C=CC=CC=2)=CC=1.C(Cl)Cl.Cl[Pd]Cl.[Fe]. The product is [N:30]1[N:15]=[C:14]([C:13]2[CH:12]=[CH:11][C:10]([C:8]3[N:9]=[C:4]4[N:3]([CH2:19][CH2:20][N:21]5[CH2:22][CH2:23][CH2:24][CH2:25][CH2:26]5)[C:2](=[O:1])[NH:18][C:5]4=[N:6][CH:7]=3)=[CH:17][CH:16]=2)[NH:36][CH:31]=1. The yield is 0.390.